Predict the reactants needed to synthesize the given product. From a dataset of Full USPTO retrosynthesis dataset with 1.9M reactions from patents (1976-2016). (1) Given the product [C:12]([Si:16]([CH3:31])([CH3:30])[O:17][CH2:18][CH2:19][O:20][C:21]1[CH:28]=[CH:27][C:26]([Cl:29])=[CH:25][C:22]=1/[CH:23]=[C:6]1\[C:7](=[O:11])[NH:8][C:9]2[C:5]\1=[CH:4][CH:3]=[C:2]([Cl:1])[CH:10]=2)([CH3:14])([CH3:13])[CH3:15], predict the reactants needed to synthesize it. The reactants are: [Cl:1][C:2]1[CH:10]=[C:9]2[C:5]([CH2:6][C:7](=[O:11])[NH:8]2)=[CH:4][CH:3]=1.[C:12]([Si:16]([CH3:31])([CH3:30])[O:17][CH2:18][CH2:19][O:20][C:21]1[CH:28]=[CH:27][C:26]([Cl:29])=[CH:25][C:22]=1[CH:23]=O)([CH3:15])([CH3:14])[CH3:13].N1CCCCC1. (2) The reactants are: Br[C:2]1[CH:11]=[CH:10][C:9]([Cl:12])=[CH:8][C:3]=1[C:4]([O:6][CH3:7])=[O:5].[Cu](C#N)[C:14]#[N:15].C1(C)C=CC=CC=1.[NH4+].[Cl-]. Given the product [CH3:7][O:6][C:4](=[O:5])[C:3]1[CH:8]=[C:9]([Cl:12])[CH:10]=[CH:11][C:2]=1[C:14]#[N:15], predict the reactants needed to synthesize it. (3) Given the product [CH:26]1([N:19]2[CH2:18][CH2:17][N:16]([C:11]3[CH:12]=[CH:13][CH:14]=[CH:15][C:10]=3[CH:4]3[CH2:3][C:2]([CH3:22])([CH3:1])[CH2:7][C:6]([CH3:8])([CH3:9])[CH2:5]3)[CH2:21][CH2:20]2)[CH2:28][CH2:27]1, predict the reactants needed to synthesize it. The reactants are: [CH3:1][C:2]1([CH3:22])[CH2:7][C:6]([CH3:9])([CH3:8])[CH2:5][CH:4]([C:10]2[CH:15]=[CH:14][CH:13]=[CH:12][C:11]=2[N:16]2[CH2:21][CH2:20][NH:19][CH2:18][CH2:17]2)[CH2:3]1.C(O[C:26]1(O[Si](C)(C)C)[CH2:28][CH2:27]1)C.[B-]C#N.[Na+].C(O)(=O)C.